This data is from Cav3 T-type calcium channel HTS with 100,875 compounds. The task is: Binary Classification. Given a drug SMILES string, predict its activity (active/inactive) in a high-throughput screening assay against a specified biological target. (1) The compound is S(c1n(CC2OCCC2)c(nn1)CNc1c(cc(cc1)C)C)CC(=O)NCc1occc1. The result is 0 (inactive). (2) The compound is O1C(=C(C2(c3c(NC2=O)cccc3)C(=C1N)C(OC)=O)C(OCCOC)=O)C. The result is 0 (inactive). (3) The molecule is o1c2c(CN3CCCCC3)c(O)c(CN3CCCCC3)c(O)c2c(=O)c(c1)c1ccc(OC)cc1. The result is 0 (inactive). (4) The compound is o1c(CNc2nc(N3CCN(CC3)c3ccccc3)nc3c2cccc3)ccc1. The result is 0 (inactive). (5) The result is 0 (inactive). The compound is O\C(=C1/C(N(CCN(CC)CC)C(=O)C1=O)c1c(OC)cccc1)c1c(c([nH]c1C)C(OC)=O)C. (6) The compound is o1nc(nc1CN(C(C)C)C(=O)c1cc2OCOc2cc1)c1cc(ccc1)C. The result is 1 (active). (7) The molecule is Clc1c(cc(c2oc(c3sc4n(n3)c(nn4)C)cc2)cc1)C(F)(F)F. The result is 0 (inactive).